Dataset: Retrosynthesis with 50K atom-mapped reactions and 10 reaction types from USPTO. Task: Predict the reactants needed to synthesize the given product. (1) Given the product Cc1c(OCC(=O)O)cc(C(=O)NCc2ccc(S(C)(=O)=O)cc2)c(=O)n1-c1cccc(C(F)(F)F)c1, predict the reactants needed to synthesize it. The reactants are: Cc1c(OCC(=O)OC(C)(C)C)cc(C(=O)NCc2ccc(S(C)(=O)=O)cc2)c(=O)n1-c1cccc(C(F)(F)F)c1. (2) Given the product CCCCCCC(C)(C)c1ccc(CCC(C)=O)c(O)c1, predict the reactants needed to synthesize it. The reactants are: CCCCCCC(C)(C)c1ccc(CCC(C)=O)c(OCc2ccccc2)c1. (3) The reactants are: O=c1n(Cc2ccc(-c3ccno3)cc2)nc2c(Cl)c(-c3ccc(Cl)cc3)cnn12.c1c[nH]cn1. Given the product O=c1n(Cc2ccc(-c3ccno3)cc2)nc2c(-n3ccnc3)c(-c3ccc(Cl)cc3)cnn12, predict the reactants needed to synthesize it. (4) Given the product CC(C)(C)OC(=O)N1CCC(CCCOS(C)(=O)=O)CC1, predict the reactants needed to synthesize it. The reactants are: CC(C)(C)OC(=O)N1CCC(CCCO)CC1.CS(=O)(=O)Cl.